This data is from Tyrosyl-DNA phosphodiesterase HTS with 341,365 compounds. The task is: Binary Classification. Given a drug SMILES string, predict its activity (active/inactive) in a high-throughput screening assay against a specified biological target. The compound is Clc1ccc(NC(=S)Nc2cc3[nH]c(=O)[nH]c3cc2)cc1. The result is 0 (inactive).